From a dataset of Peptide-MHC class I binding affinity with 185,985 pairs from IEDB/IMGT. Regression. Given a peptide amino acid sequence and an MHC pseudo amino acid sequence, predict their binding affinity value. This is MHC class I binding data. (1) The peptide sequence is LLKLWIDKV. The MHC is HLA-B35:01 with pseudo-sequence HLA-B35:01. The binding affinity (normalized) is 0.0847. (2) The binding affinity (normalized) is 0. The MHC is Mamu-B03 with pseudo-sequence Mamu-B03. The peptide sequence is NAWGCAFR.